Dataset: Reaction yield outcomes from USPTO patents with 853,638 reactions. Task: Predict the reaction yield, written as a fraction of the theoretical maximum amount of product (1.0 means a 100% yield; for example, 0.34 means a 34% yield). The reactants are [I:1][C:2]1[CH:3]=[CH:4][C:5]([NH:8][C:9](=S)[C:10]([CH3:13])([CH3:12])[CH3:11])=[N:6][CH:7]=1.CCN(CC)CC.Cl.[NH2:23][OH:24]. The catalyst is CCO.O. The product is [OH:24][NH:23][C:9](=[N:8][C:5]1[CH:4]=[CH:3][C:2]([I:1])=[CH:7][N:6]=1)[C:10]([CH3:13])([CH3:12])[CH3:11]. The yield is 0.860.